Dataset: Catalyst prediction with 721,799 reactions and 888 catalyst types from USPTO. Task: Predict which catalyst facilitates the given reaction. Reactant: C(O)C.[Cl:4][C:5]1[CH:6]=[C:7]([CH2:12][N:13]2C(=O)C3C(=CC=CC=3)C2=O)[C:8]([CH3:11])=[N:9][CH:10]=1.O.NN. Product: [Cl:4][C:5]1[CH:6]=[C:7]([CH2:12][NH2:13])[C:8]([CH3:11])=[N:9][CH:10]=1. The catalyst class is: 27.